From a dataset of Reaction yield outcomes from USPTO patents with 853,638 reactions. Predict the reaction yield, written as a fraction of the theoretical maximum amount of product (1.0 means a 100% yield; for example, 0.34 means a 34% yield). (1) The reactants are [CH3:1][C:2]1[N:3]=[C:4]([C:16]2[CH:21]=[CH:20][C:19]([C:22]([F:25])([F:24])[F:23])=[CH:18][CH:17]=2)[O:5][C:6]=1[CH:7]([OH:15])[CH2:8][C:9]1[CH:14]=[CH:13][CH:12]=[CH:11][CH:10]=1.[CH3:26][O:27][C:28](=[O:39])[CH2:29][CH2:30][C:31]1[CH:36]=[CH:35][C:34](O)=[CH:33][C:32]=1[CH3:38].N(C(N1CCCCC1)=O)=NC(N1CCCCC1)=O.C(P(CCCC)CCCC)CCC. The catalyst is C1(C)C=CC=CC=1. The product is [CH3:26][O:27][C:28](=[O:39])[CH2:29][CH2:30][C:31]1[CH:36]=[CH:35][C:34]([O:15][CH:7]([C:6]2[O:5][C:4]([C:16]3[CH:17]=[CH:18][C:19]([C:22]([F:25])([F:23])[F:24])=[CH:20][CH:21]=3)=[N:3][C:2]=2[CH3:1])[CH2:8][C:9]2[CH:10]=[CH:11][CH:12]=[CH:13][CH:14]=2)=[CH:33][C:32]=1[CH3:38]. The yield is 0.450. (2) The reactants are [CH3:1][S:2][C:3]1[C:4]([C:16]2[CH:21]=[CH:20][CH:19]=[CH:18][CH:17]=2)=[N:5][C:6]2[C:11]([C:12]=1[C:13]([OH:15])=O)=[CH:10][CH:9]=[CH:8][CH:7]=2.C(N(CC)CC)C.S(Cl)(Cl)=O.[C:33]1([C@@H:39]([NH2:42])[CH2:40][CH3:41])[CH:38]=[CH:37][CH:36]=[CH:35][CH:34]=1. The catalyst is CCOC(C)=O.O. The product is [CH3:1][S:2][C:3]1[C:4]([C:16]2[CH:21]=[CH:20][CH:19]=[CH:18][CH:17]=2)=[N:5][C:6]2[C:11]([C:12]=1[C:13]([NH:42][C@H:39]([C:33]1[CH:38]=[CH:37][CH:36]=[CH:35][CH:34]=1)[CH2:40][CH3:41])=[O:15])=[CH:10][CH:9]=[CH:8][CH:7]=2. The yield is 0.700. (3) The reactants are [C:1]([O:5][C:6]([N:8]1[CH2:12][CH:11]([OH:13])[CH2:10][N:9]1[C:14]([O:16][CH2:17][C:18]1[CH:23]=[CH:22][CH:21]=[CH:20][CH:19]=1)=[O:15])=[O:7])([CH3:4])([CH3:3])[CH3:2].[CH3:24][C:25]([CH3:30])([CH3:29])[C:26](Cl)=[O:27].ClCCl. The catalyst is N1C=CC=CC=1.CN(C)C1C=CN=CC=1. The product is [C:1]([O:5][C:6]([N:8]1[CH2:12][CH:11]([O:13][C:26](=[O:27])[C:25]([CH3:30])([CH3:29])[CH3:24])[CH2:10][N:9]1[C:14]([O:16][CH2:17][C:18]1[CH:23]=[CH:22][CH:21]=[CH:20][CH:19]=1)=[O:15])=[O:7])([CH3:4])([CH3:2])[CH3:3]. The yield is 0.980.